This data is from Full USPTO retrosynthesis dataset with 1.9M reactions from patents (1976-2016). The task is: Predict the reactants needed to synthesize the given product. (1) Given the product [N:9]1([C:2]2[S:3][C:4]([CH:7]=[O:8])=[CH:5][N:6]=2)[CH2:14][CH2:13][NH:12][CH2:11][CH2:10]1, predict the reactants needed to synthesize it. The reactants are: Cl[C:2]1[S:3][C:4]([CH:7]=[O:8])=[CH:5][N:6]=1.[NH:9]1[CH2:14][CH2:13][NH:12][CH2:11][CH2:10]1.[OH-].[Li+]. (2) The reactants are: [F:1][C:2]1[CH:7]=[CH:6][C:5]([C:8]2[N:12]=[C:11]([C:13]3[CH:18]=[CH:17][C:16]([F:19])=[CH:15][CH:14]=3)[N:10]([CH2:20][C:21](O)=[O:22])[N:9]=2)=[CH:4][CH:3]=1.CN(C(ON1N=NC2C=CC=CC1=2)=[N+](C)C)C.[B-](F)(F)(F)F.CCN(C(C)C)C(C)C.Cl.[NH:56]1[CH2:61][CH2:60][CH:59]([C:62]2[C:66]3[CH:67]=[CH:68][CH:69]=[CH:70][C:65]=3[O:64][N:63]=2)[CH2:58][CH2:57]1. Given the product [O:64]1[C:65]2[CH:70]=[CH:69][CH:68]=[CH:67][C:66]=2[C:62]([CH:59]2[CH2:60][CH2:61][N:56]([C:21](=[O:22])[CH2:20][N:10]3[C:11]([C:13]4[CH:14]=[CH:15][C:16]([F:19])=[CH:17][CH:18]=4)=[N:12][C:8]([C:5]4[CH:4]=[CH:3][C:2]([F:1])=[CH:7][CH:6]=4)=[N:9]3)[CH2:57][CH2:58]2)=[N:63]1, predict the reactants needed to synthesize it. (3) Given the product [Cl:20][C:18]1[N:17]=[CH:16][N:15]=[C:14]([N:10]2[C:11]3[C:7](=[CH:6][C:5]([C:3]([OH:4])=[O:2])=[CH:13][CH:12]=3)[CH2:8][CH2:9]2)[CH:19]=1, predict the reactants needed to synthesize it. The reactants are: C[O:2][C:3]([C:5]1[CH:6]=[C:7]2[C:11](=[CH:12][CH:13]=1)[N:10]([C:14]1[CH:19]=[C:18]([Cl:20])[N:17]=[CH:16][N:15]=1)[CH2:9][CH2:8]2)=[O:4].O1CCCC1.O.[OH-].[Li+]. (4) Given the product [Cl:16][C:10]1[CH:2]=[CH:3][C:4]([O:11][CH3:12])=[C:5]([CH:9]=1)[C:6]([NH:27][C:23]1[CH:24]=[CH:25][CH:26]=[C:21]([C:20]([F:28])([F:29])[F:19])[CH:22]=1)=[O:8], predict the reactants needed to synthesize it. The reactants are: Cl[C:2]1[CH:10]=[CH:9][C:5]([C:6]([OH:8])=O)=[C:4]([O:11][CH3:12])[CH:3]=1.C(Cl)(=O)C([Cl:16])=O.[F:19][C:20]([F:29])([F:28])[C:21]1[CH:22]=[C:23]([NH2:27])[CH:24]=[CH:25][CH:26]=1.CO. (5) Given the product [CH2:1]([O:8][C:9]1[CH:14]=[CH:13][C:12]([C:15]2[N:16]([CH2:21][CH2:22][CH2:23][O:24][C:26]3[CH:31]=[CH:30][CH:29]=[CH:28][C:27]=3[C:32]3[O:33][C:34]4[CH:40]=[CH:39][CH:38]=[CH:37][C:35]=4[N:36]=3)[C:17]([CH3:20])=[CH:18][CH:19]=2)=[CH:11][CH:10]=1)[C:2]1[CH:3]=[CH:4][CH:5]=[CH:6][CH:7]=1, predict the reactants needed to synthesize it. The reactants are: [CH2:1]([O:8][C:9]1[CH:14]=[CH:13][C:12]([C:15]2[N:16]([CH2:21][CH2:22][CH2:23][OH:24])[C:17]([CH3:20])=[CH:18][CH:19]=2)=[CH:11][CH:10]=1)[C:2]1[CH:7]=[CH:6][CH:5]=[CH:4][CH:3]=1.O[C:26]1[CH:31]=[CH:30][CH:29]=[CH:28][C:27]=1[C:32]1[O:33][C:34]2[CH:40]=[CH:39][CH:38]=[CH:37][C:35]=2[N:36]=1.C1(P(C2C=CC=CC=2)C2C=CC=CC=2)C=CC=CC=1.N(C(N1CCCCC1)=O)=NC(N1CCCCC1)=O. (6) Given the product [ClH:36].[ClH:36].[N:11]1([C:14]2[C:19]([C:20]3[CH:21]=[CH:22][C:23]([CH2:26][OH:27])=[CH:24][CH:25]=3)=[N:18][CH:17]=[CH:16][N:15]=2)[CH2:12][CH2:13][NH:8][CH2:9][CH2:10]1, predict the reactants needed to synthesize it. The reactants are: C(OC([N:8]1[CH2:13][CH2:12][N:11]([C:14]2[C:19]([C:20]3[CH:25]=[CH:24][C:23]([CH2:26][OH:27])=[CH:22][CH:21]=3)=[N:18][CH:17]=[CH:16][N:15]=2)[CH2:10][CH2:9]1)=O)(C)(C)C.FC(F)(F)C(O)=O.C(Cl)[Cl:36]. (7) Given the product [F:22][C:19]([F:20])([F:21])[C:17]1[CH:16]=[C:15]([C:23]([CH3:52])([CH3:53])[C:24]([N:26]([CH3:51])[C:27]2[C:28]([C:44]3[CH:49]=[CH:48][CH:47]=[CH:46][C:45]=3[CH3:50])=[CH:29][C:30]([N:33]3[CH2:37][C:36](=[O:38])[CH2:35][C@H:34]3[CH2:39][O:40][C:41](=[O:43])[CH3:42])=[N:31][CH:32]=2)=[O:25])[CH:14]=[C:13]([C:12]([F:55])([F:54])[F:11])[CH:18]=1, predict the reactants needed to synthesize it. The reactants are: C(Cl)(=O)C(Cl)=O.CS(C)=O.[F:11][C:12]([F:55])([F:54])[C:13]1[CH:14]=[C:15]([C:23]([CH3:53])([CH3:52])[C:24]([N:26]([CH3:51])[C:27]2[C:28]([C:44]3[CH:49]=[CH:48][CH:47]=[CH:46][C:45]=3[CH3:50])=[CH:29][C:30]([N:33]3[CH2:37][C@H:36]([OH:38])[CH2:35][C@H:34]3[CH2:39][O:40][C:41](=[O:43])[CH3:42])=[N:31][CH:32]=2)=[O:25])[CH:16]=[C:17]([C:19]([F:22])([F:21])[F:20])[CH:18]=1.C(N(CC)C(C)C)(C)C. (8) Given the product [Br:16][C:12]1[O:13][C:7]2[N:6]=[CH:5][N:4]([CH2:3][C:2]([F:1])([F:14])[F:15])[C:9](=[O:10])[C:8]=2[CH:11]=1, predict the reactants needed to synthesize it. The reactants are: [F:1][C:2]([F:15])([F:14])[CH2:3][N:4]1[C:9](=[O:10])[C:8]2[CH:11]=[CH:12][O:13][C:7]=2[N:6]=[CH:5]1.[Br:16]Br. (9) Given the product [CH:10]([O:11][CH2:8][CH:6]([OH:7])[CH2:5][O:4][CH:1]([CH3:3])[CH3:2])([CH3:12])[CH3:9], predict the reactants needed to synthesize it. The reactants are: [CH:1]([O:4][CH2:5][CH:6]1[CH2:8][O:7]1)([CH3:3])[CH3:2].[CH3:9][CH:10]([CH3:12])[O-:11].[K+].C(O)(=O)C.